This data is from Reaction yield outcomes from USPTO patents with 853,638 reactions. The task is: Predict the reaction yield, written as a fraction of the theoretical maximum amount of product (1.0 means a 100% yield; for example, 0.34 means a 34% yield). (1) The catalyst is CO.[Ni]. The yield is 0.890. The product is [NH2:1][C:4]1[CH:9]=[CH:8][C:7]([N:10]2[CH2:11][CH2:12][C:13](=[O:16])[CH2:14][CH2:15]2)=[CH:6][CH:5]=1. The reactants are [N+:1]([C:4]1[CH:9]=[CH:8][C:7]([N:10]2[CH2:15][CH2:14][C:13](=[O:16])[CH2:12][CH2:11]2)=[CH:6][CH:5]=1)([O-])=O. (2) The reactants are Cl.[CH2:2]([O:4][C:5]([C:7]1[CH:8]=[N:9][N:10]([C:12]2[N:16](COCCOC)[C:15]3[CH:23]=[C:24]([Cl:37])[C:25]([S:27](=[O:36])(=[O:35])[NH:28][C:29]4[CH:34]=[CH:33][CH:32]=[CH:31][CH:30]=4)=[CH:26][C:14]=3[N:13]=2)[CH:11]=1)=[O:6])[CH3:3]. The catalyst is O1CCOCC1.C(O)C. The product is [CH2:2]([O:4][C:5]([C:7]1[CH:8]=[N:9][N:10]([C:12]2[NH:16][C:15]3[CH:23]=[C:24]([Cl:37])[C:25]([S:27](=[O:36])(=[O:35])[NH:28][C:29]4[CH:34]=[CH:33][CH:32]=[CH:31][CH:30]=4)=[CH:26][C:14]=3[N:13]=2)[CH:11]=1)=[O:6])[CH3:3]. The yield is 0.980. (3) The reactants are [Br:1][C:2]1[CH:3]=[C:4]2[C:9](=[CH:10][CH:11]=1)[N:8]([C:12](=[O:17])[C:13]([F:16])([F:15])[F:14])[C@@H:7]([CH3:18])[CH2:6][NH:5]2.[C:19](O[C:19]([O:21][C:22]([CH3:25])([CH3:24])[CH3:23])=[O:20])([O:21][C:22]([CH3:25])([CH3:24])[CH3:23])=[O:20]. The catalyst is CN(C)C1C=CN=CC=1.ClC(Cl)C. The product is [Br:1][C:2]1[CH:3]=[C:4]2[C:9]([N:8]([C:12](=[O:17])[C:13]([F:14])([F:16])[F:15])[C@@H:7]([CH3:18])[CH2:6][N:5]2[C:19]([O:21][C:22]([CH3:25])([CH3:24])[CH3:23])=[O:20])=[CH:10][CH:11]=1. The yield is 1.00. (4) The reactants are Cl.[Cl:2][C:3]1[CH:8]=[CH:7][C:6]([O:9][C:10]2[CH:28]=[CH:27][C:13]([O:14][CH2:15][C@H:16]3[CH2:20][CH2:19][CH2:18][N:17]3[CH2:21][CH2:22][CH2:23][C:24](O)=[O:25])=[CH:12][CH:11]=2)=[CH:5][CH:4]=1.C1CN([P+](Br)(N2CCCC2)N2CCCC2)CC1.F[P-](F)(F)(F)(F)F.CCN(C(C)C)C(C)C.[C:62]1([C@H:68]([NH2:70])[CH3:69])[CH:67]=[CH:66][CH:65]=[CH:64][CH:63]=1. The catalyst is ClCCl. The product is [Cl:2][C:3]1[CH:4]=[CH:5][C:6]([O:9][C:10]2[CH:11]=[CH:12][C:13]([O:14][CH2:15][C@H:16]3[CH2:20][CH2:19][CH2:18][N:17]3[CH2:21][CH2:22][CH2:23][C:24]([NH:70][C@@H:68]([C:62]3[CH:67]=[CH:66][CH:65]=[CH:64][CH:63]=3)[CH3:69])=[O:25])=[CH:27][CH:28]=2)=[CH:7][CH:8]=1. The yield is 0.0500.